From a dataset of Peptide-MHC class I binding affinity with 185,985 pairs from IEDB/IMGT. Regression. Given a peptide amino acid sequence and an MHC pseudo amino acid sequence, predict their binding affinity value. This is MHC class I binding data. The peptide sequence is DLLFNEKLKV. The MHC is HLA-A02:06 with pseudo-sequence HLA-A02:06. The binding affinity (normalized) is 0.296.